Dataset: Catalyst prediction with 721,799 reactions and 888 catalyst types from USPTO. Task: Predict which catalyst facilitates the given reaction. (1) Reactant: [CH2:1]([C@@H:4]1[C@:9]([O:36][C:37]2[CH:41]=[C:40]([C:42]([F:45])([F:44])[F:43])[S:39][CH:38]=2)([C:10]([N:12]2[CH2:17][CH2:16][CH:15]([C:18]3[CH:23]=[CH:22][CH:21]=[CH:20][C:19]=3[S:24]([NH:27][CH2:28][CH2:29][CH2:30][C:31]([O:33]CC)=[O:32])(=[O:26])=[O:25])[CH2:14][CH2:13]2)=[O:11])[CH2:8][CH2:7][CH2:6][N:5]1[C:46](=[O:57])[C:47]1[C:52]([C:53]([F:56])([F:55])[F:54])=[CH:51][CH:50]=[CH:49][N:48]=1)[CH2:2][CH3:3]. Product: [CH2:1]([C@@H:4]1[C@:9]([O:36][C:37]2[CH:41]=[C:40]([C:42]([F:45])([F:43])[F:44])[S:39][CH:38]=2)([C:10]([N:12]2[CH2:17][CH2:16][CH:15]([C:18]3[CH:23]=[CH:22][CH:21]=[CH:20][C:19]=3[S:24]([NH:27][CH2:28][CH2:29][CH2:30][C:31]([OH:33])=[O:32])(=[O:25])=[O:26])[CH2:14][CH2:13]2)=[O:11])[CH2:8][CH2:7][CH2:6][N:5]1[C:46](=[O:57])[C:47]1[C:52]([C:53]([F:54])([F:56])[F:55])=[CH:51][CH:50]=[CH:49][N:48]=1)[CH2:2][CH3:3]. The catalyst class is: 192. (2) Reactant: O.[OH-].[Li+].[C:4]([O:8][C:9]([NH:11][C:12]1[CH:13]=[CH:14][C:15]([O:24][CH2:25][O:26][CH2:27][CH3:28])=[C:16]([CH:18]=[CH:19][C:20]([O:22]C)=[O:21])[CH:17]=1)=[O:10])([CH3:7])([CH3:6])[CH3:5].CO.P([O-])([O-])([O-])=O. Product: [C:4]([O:8][C:9]([NH:11][C:12]1[CH:13]=[CH:14][C:15]([O:24][CH2:25][O:26][CH2:27][CH3:28])=[C:16]([CH:18]=[CH:19][C:20]([OH:22])=[O:21])[CH:17]=1)=[O:10])([CH3:6])([CH3:7])[CH3:5]. The catalyst class is: 30. (3) Reactant: [C:1]([O:5][C:6]([N:8]([CH2:19][CH2:20][C:21]1[CH:26]=[CH:25][C:24]([S:27]([C:30]2[CH:31]=[C:32]([CH:38]=[CH:39][CH:40]=2)[C:33]([O:35]CC)=[O:34])(=[O:29])=[O:28])=[CH:23][CH:22]=1)[CH2:9][C@@H:10]([C:12]1[CH:17]=[CH:16][CH:15]=[C:14]([Cl:18])[CH:13]=1)[OH:11])=[O:7])([CH3:4])([CH3:3])[CH3:2].[OH-].[Na+].C(O)(=O)CC(CC(O)=O)(C(O)=O)O. Product: [C:1]([O:5][C:6]([N:8]([CH2:19][CH2:20][C:21]1[CH:26]=[CH:25][C:24]([S:27]([C:30]2[CH:31]=[C:32]([CH:38]=[CH:39][CH:40]=2)[C:33]([OH:35])=[O:34])(=[O:28])=[O:29])=[CH:23][CH:22]=1)[CH2:9][C@@H:10]([C:12]1[CH:17]=[CH:16][CH:15]=[C:14]([Cl:18])[CH:13]=1)[OH:11])=[O:7])([CH3:4])([CH3:2])[CH3:3]. The catalyst class is: 12.